This data is from Forward reaction prediction with 1.9M reactions from USPTO patents (1976-2016). The task is: Predict the product of the given reaction. Given the reactants C([O:8][CH2:9][CH2:10][CH2:11][N:12]1[CH:16]=[C:15]([C:17]2[CH:22]=[CH:21][C:20]([NH:23][C:24]3[C:29]([C:30]([F:33])([F:32])[F:31])=[CH:28][N:27]=[C:26]([NH:34][C:35]4[CH:40]=[CH:39][C:38]([CH2:41][P:42]([O:45][CH2:46][CH3:47])([OH:44])=[O:43])=[CH:37][C:36]=4[O:48][CH3:49])[N:25]=3)=[C:19]([C:50](=[O:53])[NH:51][CH3:52])[N:18]=2)[CH:14]=[C:13]1[C:54]([O:56][CH3:57])=[O:55])C1C=CC=CC=1.C, predict the reaction product. The product is: [CH2:46]([O:45][P:42]([CH2:41][C:38]1[CH:39]=[CH:40][C:35]([NH:34][C:26]2[N:25]=[C:24]([NH:23][C:20]3[CH:21]=[CH:22][C:17]([C:15]4[CH:14]=[C:13]([C:54]([O:56][CH3:57])=[O:55])[N:12]([CH2:11][CH2:10][CH2:9][OH:8])[CH:16]=4)=[N:18][C:19]=3[C:50](=[O:53])[NH:51][CH3:52])[C:29]([C:30]([F:32])([F:33])[F:31])=[CH:28][N:27]=2)=[C:36]([O:48][CH3:49])[CH:37]=1)([OH:44])=[O:43])[CH3:47].